Task: Regression. Given two drug SMILES strings and cell line genomic features, predict the synergy score measuring deviation from expected non-interaction effect.. Dataset: NCI-60 drug combinations with 297,098 pairs across 59 cell lines (1) Drug 1: CCC1=C2CN3C(=CC4=C(C3=O)COC(=O)C4(CC)O)C2=NC5=C1C=C(C=C5)O. Cell line: SK-MEL-2. Drug 2: CC1C(C(CC(O1)OC2CC(CC3=C2C(=C4C(=C3O)C(=O)C5=C(C4=O)C(=CC=C5)OC)O)(C(=O)CO)O)N)O.Cl. Synergy scores: CSS=24.6, Synergy_ZIP=1.04, Synergy_Bliss=4.40, Synergy_Loewe=-16.4, Synergy_HSA=7.33. (2) Drug 1: CN(C)C1=NC(=NC(=N1)N(C)C)N(C)C. Drug 2: CC12CCC3C(C1CCC2OP(=O)(O)O)CCC4=C3C=CC(=C4)OC(=O)N(CCCl)CCCl.[Na+]. Cell line: HOP-62. Synergy scores: CSS=0.558, Synergy_ZIP=2.38, Synergy_Bliss=5.50, Synergy_Loewe=-0.514, Synergy_HSA=-0.0331.